Dataset: Forward reaction prediction with 1.9M reactions from USPTO patents (1976-2016). Task: Predict the product of the given reaction. (1) Given the reactants [CH:1]([NH:4][CH:5]([CH3:7])[CH3:6])([CH3:3])[CH3:2].[CH3:8][C@@:9]12[O:19][C@H:18]1[C@@H:17]1[O:20][C@@H:16]1[C:15]1[C:21]([O:23][C@H:13]([CH:14]=1)[C@@H:12]1[C:24]([C:26]([O:28][C@H:11]1[CH2:10]2)=[O:27])=[CH2:25])=[O:22], predict the reaction product. The product is: [CH:1]([N:4]([CH2:25][CH:24]1[CH:12]2[CH:11]([CH2:10][C:9]3([CH3:8])[CH:18]([CH:17]4[CH:16]([C:15]5[C:21](=[O:22])[O:23][CH:13]2[CH:14]=5)[O:20]4)[O:19]3)[O:28][C:26]1=[O:27])[CH:5]([CH3:7])[CH3:6])([CH3:3])[CH3:2]. (2) Given the reactants [CH2:1]([Mg]Cl)[CH3:2].[CH:5]([C:7]1[C:15]2[O:14][CH2:13][CH:12]([C:16]3[CH:21]=[CH:20][C:19]([CH:22]([CH3:24])[CH3:23])=[CH:18][CH:17]=3)[C:11]=2[C:10]([CH3:25])=[C:9]([NH:26][C:27](=[O:33])[CH2:28][C:29]([CH3:32])([CH3:31])[CH3:30])[C:8]=1[CH3:34])=[O:6], predict the reaction product. The product is: [OH:6][CH:5]([C:7]1[C:15]2[O:14][CH2:13][CH:12]([C:16]3[CH:21]=[CH:20][C:19]([CH:22]([CH3:24])[CH3:23])=[CH:18][CH:17]=3)[C:11]=2[C:10]([CH3:25])=[C:9]([NH:26][C:27](=[O:33])[CH2:28][C:29]([CH3:32])([CH3:31])[CH3:30])[C:8]=1[CH3:34])[CH2:1][CH3:2]. (3) Given the reactants [CH3:1][C:2]1[C:10]2[C:6](=[N:7][O:8][N:9]=2)[CH:5]=[CH:4][C:3]=1[OH:11].[O:12](S(C(F)(F)F)(=O)=O)[S:13]([C:16]([F:19])([F:18])[F:17])(=O)=[O:14].CCN(CC)CC, predict the reaction product. The product is: [F:17][C:16]([F:19])([F:18])[S:13]([O:11][C:3]1[CH:4]=[CH:5][C:6]2=[N:7][O:8][N:9]=[C:10]2[C:2]=1[CH3:1])(=[O:14])=[O:12]. (4) Given the reactants [CH3:1][CH2:2][CH2:3][CH2:4][C@@H:5]([NH:9][C:10]([O:12][CH2:13][CH:14]1[C:26]2[C:21](=[CH:22][CH:23]=[CH:24][CH:25]=2)[C:20]2[C:15]1=[CH:16][CH:17]=[CH:18][CH:19]=2)=[O:11])[C:6]([OH:8])=O.N=C=N.Cl.[CH3:31][O:32][C:33](=[O:36])[CH2:34][NH2:35].C1C=NC2N(O)N=NC=2C=1.C(N(C(C)C)CC)(C)C, predict the reaction product. The product is: [CH:16]1[C:15]2[CH:14]([CH2:13][O:12][C:10]([NH:9][C@@H:5]([C:6]([NH:35][CH2:34][C:33]([O:32][CH3:31])=[O:36])=[O:8])[CH2:4][CH2:3][CH2:2][CH3:1])=[O:11])[C:26]3[C:21](=[CH:22][CH:23]=[CH:24][CH:25]=3)[C:20]=2[CH:19]=[CH:18][CH:17]=1. (5) Given the reactants Br[CH2:2][C:3]([C:5]1[CH:10]=[CH:9][CH:8]=[CH:7][N:6]=1)=O.[Br:11][C:12]1[CH:13]=[C:14]([CH:18]=[C:19]([I:21])[CH:20]=1)[C:15]([NH2:17])=[O:16], predict the reaction product. The product is: [Br:11][C:12]1[CH:13]=[C:14]([C:15]2[O:16][CH:2]=[C:3]([C:5]3[CH:10]=[CH:9][CH:8]=[CH:7][N:6]=3)[N:17]=2)[CH:18]=[C:19]([I:21])[CH:20]=1. (6) Given the reactants ClC1N2N=CC=C2N=C(SC)N=1.[N+]([C:16]1[CH:17]=[C:18]([OH:22])C=CC=1)([O-])=O.[NH2:23][C:24]1[CH:25]=[C:26]([CH:62]=[C:63]([F:65])[CH:64]=1)[O:27][C:28]1[C:29]2[C:52]([Cl:53])=[CH:51][N:50]([CH2:54][O:55][CH2:56][CH2:57][Si:58]([CH3:61])([CH3:60])[CH3:59])[C:30]=2[N:31]=[C:32]([NH:34][C:35]2[CH:40]=[CH:39][C:38]([N:41]3[CH2:46][CH2:45][N:44]([CH3:47])[CH2:43][CH2:42]3)=[CH:37][C:36]=2[O:48][CH3:49])[N:33]=1.O, predict the reaction product. The product is: [Cl:53][C:52]1[C:29]2[C:28]([O:27][C:26]3[CH:25]=[C:24]([NH:23][C:18](=[O:22])[CH:17]=[CH2:16])[CH:64]=[C:63]([F:65])[CH:62]=3)=[N:33][C:32]([NH:34][C:35]3[CH:40]=[CH:39][C:38]([N:41]4[CH2:42][CH2:43][N:44]([CH3:47])[CH2:45][CH2:46]4)=[CH:37][C:36]=3[O:48][CH3:49])=[N:31][C:30]=2[N:50]([CH2:54][O:55][CH2:56][CH2:57][Si:58]([CH3:59])([CH3:60])[CH3:61])[CH:51]=1. (7) The product is: [ClH:1].[CH3:2][N:3]1[CH2:8][CH2:7][CH:6]([CH2:9][C:10]2[CH:11]=[CH:12][C:13]([C:16](=[O:18])/[CH:17]=[CH:19]/[C:21]3[CH:22]=[CH:23][C:24](/[CH:25]=[CH:26]/[C:27]([OH:29])=[O:28])=[CH:30][CH:31]=3)=[CH:14][CH:15]=2)[CH2:5][CH2:4]1. Given the reactants [ClH:1].[CH3:2][N:3]1[CH2:8][CH2:7][CH:6]([CH2:9][C:10]2[CH:15]=[CH:14][C:13]([C:16](=[O:18])[CH3:17])=[CH:12][CH:11]=2)[CH2:5][CH2:4]1.[CH:19]([C:21]1[CH:31]=[CH:30][C:24]([CH:25]=[CH:26][C:27]([OH:29])=[O:28])=[CH:23][CH:22]=1)=O.[OH-].[K+].Cl, predict the reaction product.